Dataset: Reaction yield outcomes from USPTO patents with 853,638 reactions. Task: Predict the reaction yield, written as a fraction of the theoretical maximum amount of product (1.0 means a 100% yield; for example, 0.34 means a 34% yield). The yield is 0.730. The reactants are C[O:2][C:3]1[CH:11]=[C:10]([O:12][CH3:13])[C:9]([O:14][CH3:15])=[CH:8][C:4]=1[C:5]([OH:7])=[O:6].[Al](Cl)(Cl)Cl.O.O.O.O.O.O.[Na+].[Br-].Cl. The catalyst is CN(C)C=O.O. The product is [OH:2][C:3]1[CH:11]=[C:10]([O:12][CH3:13])[C:9]([O:14][CH3:15])=[CH:8][C:4]=1[C:5]([OH:7])=[O:6].